This data is from Reaction yield outcomes from USPTO patents with 853,638 reactions. The task is: Predict the reaction yield, written as a fraction of the theoretical maximum amount of product (1.0 means a 100% yield; for example, 0.34 means a 34% yield). (1) The reactants are I[C:2]1[CH:3]=[C:4]([N:11]2[CH:16]=[CH:15][C:14](=[O:17])[NH:13][C:12]2=[O:18])[CH:5]=[C:6]([I:10])[C:7]=1[O:8][CH3:9].Br[C:20]1[CH:21]=[C:22]2[C:27](=[CH:28][CH:29]=1)[CH:26]=[C:25]([NH:30][S:31]([CH3:34])(=[O:33])=[O:32])[CH:24]=[CH:23]2.C(=O)([O-])[O-].[Na+].[Na+]. The catalyst is C1(C)C=CC=CC=1.C(O)C. The product is [O:18]=[C:12]1[NH:13][C:14](=[O:17])[CH:15]=[CH:16][N:11]1[C:4]1[CH:5]=[C:6]([I:10])[C:7]([O:8][CH3:9])=[C:2]([C:20]2[CH:21]=[C:22]3[C:27](=[CH:28][CH:29]=2)[CH:26]=[C:25]([NH:30][S:31]([CH3:34])(=[O:32])=[O:33])[CH:24]=[CH:23]3)[CH:3]=1. The yield is 0.110. (2) The reactants are [F:1][C:2]1[C:11]([CH3:12])=[C:10]2[C:5]([C:6](=[O:22])[C:7]([C:17]([O:19]CC)=[O:18])=[CH:8][N:9]2[C@@H:13]2[CH2:15][C@@H:14]2[F:16])=[C:4]([OH:23])[CH:3]=1.C(O)(=O)C.Cl. The catalyst is O. The product is [F:1][C:2]1[C:11]([CH3:12])=[C:10]2[C:5]([C:6](=[O:22])[C:7]([C:17]([OH:19])=[O:18])=[CH:8][N:9]2[C@@H:13]2[CH2:15][C@@H:14]2[F:16])=[C:4]([OH:23])[CH:3]=1. The yield is 0.900.